This data is from Reaction yield outcomes from USPTO patents with 853,638 reactions. The task is: Predict the reaction yield, written as a fraction of the theoretical maximum amount of product (1.0 means a 100% yield; for example, 0.34 means a 34% yield). (1) The reactants are C(N(CCCC)C(C1N=C(C2C=CC(C(O)=O)=CC=2C(N2[C@H](CO)CC3C(=CC=CC=3)C2)=O)N(CCC2C=CC=CC=2)C=1)=O)CCC.[CH2:48]([N:52]([CH2:93][CH2:94][CH2:95][CH3:96])[C:53]([C:55]1[N:56]=[C:57]([C:69]2[CH:78]=[CH:77][C:72]([C:73]([O:75]C)=[O:74])=[CH:71][C:70]=2[C:79]([N:81]2[C@H:90]([CH2:91][OH:92])[CH2:89][C:88]3[C:83](=[CH:84][CH:85]=[CH:86][CH:87]=3)[CH2:82]2)=[O:80])[N:58]([CH2:60][CH2:61][CH2:62][N:63]2[CH2:68][CH2:67][O:66][CH2:65][CH2:64]2)[CH:59]=1)=[O:54])[CH2:49][CH2:50][CH3:51]. No catalyst specified. The product is [CH2:93]([N:52]([CH2:48][CH2:49][CH2:50][CH3:51])[C:53]([C:55]1[N:56]=[C:57]([C:69]2[CH:78]=[CH:77][C:72]([C:73]([OH:75])=[O:74])=[CH:71][C:70]=2[C:79]([N:81]2[C@H:90]([CH2:91][OH:92])[CH2:89][C:88]3[C:83](=[CH:84][CH:85]=[CH:86][CH:87]=3)[CH2:82]2)=[O:80])[N:58]([CH2:60][CH2:61][CH2:62][N:63]2[CH2:68][CH2:67][O:66][CH2:65][CH2:64]2)[CH:59]=1)=[O:54])[CH2:94][CH2:95][CH3:96]. The yield is 0.960. (2) The reactants are [CH3:1][O:2][C:3]1[CH:4]=[C:5]2[C:10](=[CH:11][C:12]=1[O:13][CH2:14][CH:15]1[CH2:20][CH2:19][N:18](C(OC(C)(C)C)=O)[CH2:17][CH2:16]1)[N:9]=[CH:8][N:7]=[C:6]2[O:28][C:29]1[CH:30]=[C:31]2[C:35](=[CH:36][CH:37]=1)[NH:34][CH:33]=[C:32]2[CH3:38]. The catalyst is FC(F)(F)C(O)=O. The product is [CH3:1][O:2][C:3]1[CH:4]=[C:5]2[C:10](=[CH:11][C:12]=1[O:13][CH2:14][CH:15]1[CH2:20][CH2:19][NH:18][CH2:17][CH2:16]1)[N:9]=[CH:8][N:7]=[C:6]2[O:28][C:29]1[CH:30]=[C:31]2[C:35](=[CH:36][CH:37]=1)[NH:34][CH:33]=[C:32]2[CH3:38]. The yield is 0.620. (3) The reactants are Cl[C:2]1[CH:16]=[CH:15][C:5]2[C:6](=[O:14])[NH:7][C:8]3[C:13]([C:4]=2[CH:3]=1)=[CH:12][CH:11]=[CH:10][N:9]=3.C([NH2:24])C1C=CC=CC=1.[CH:25]1(P([CH:25]2[CH2:30][CH2:29][CH2:28][CH2:27][CH2:26]2)C2C=CC=CC=2C2C(C(C)C)=CC(C(C)C)=CC=2C(C)C)[CH2:30][CH2:29][CH2:28][CH2:27][CH2:26]1.CC(C)([O-])C.[Na+]. The catalyst is O1CCOCC1.C([O-])(=O)C.[Pd+2].C([O-])(=O)C. The product is [C:25]1([NH:24][C:2]2[CH:16]=[CH:15][C:5]3[C:6](=[O:14])[NH:7][C:8]4[C:13]([C:4]=3[CH:3]=2)=[CH:12][CH:11]=[CH:10][N:9]=4)[CH:30]=[CH:29][CH:28]=[CH:27][CH:26]=1. The yield is 0.230. (4) The reactants are [F:1][C:2]1[CH:7]=[CH:6][C:5]([C:8]2[C:9]3[C:10](=[N:27][N:28]([CH2:30][C:31]([O:33]CC)=[O:32])[CH:29]=3)[N:11]=[C:12]([C:20]3[CH:25]=[CH:24][C:23]([F:26])=[CH:22][CH:21]=3)[C:13]=2[C:14]2[CH:19]=[CH:18][N:17]=[CH:16][CH:15]=2)=[CH:4][CH:3]=1.[OH-].[K+]. The catalyst is CCO.O. The product is [F:1][C:2]1[CH:7]=[CH:6][C:5]([C:8]2[C:9]3[C:10](=[N:27][N:28]([CH2:30][C:31]([OH:33])=[O:32])[CH:29]=3)[N:11]=[C:12]([C:20]3[CH:21]=[CH:22][C:23]([F:26])=[CH:24][CH:25]=3)[C:13]=2[C:14]2[CH:19]=[CH:18][N:17]=[CH:16][CH:15]=2)=[CH:4][CH:3]=1. The yield is 0.660. (5) The reactants are [NH2:1][C:2]1[CH:7]=[CH:6][C:5]([CH:8]2[CH2:13][N:12]([CH3:14])[C:11](=[O:15])[N:10]([CH3:16])[CH2:9]2)=[CH:4][C:3]=1[C:17]1[CH2:23][CH2:22][CH2:21][CH2:20][CH2:19][CH:18]=1.[C:24]([C:26]1[CH:27]=[C:28]([C:31](O)=[O:32])[NH:29][CH:30]=1)#[N:25].CCN=C=NCCCN(C)C.C1C=CC2N(O)N=NC=2C=1.CCN(C(C)C)C(C)C. The catalyst is C(Cl)Cl. The product is [C:17]1([C:3]2[CH:4]=[C:5]([CH:8]3[CH2:9][N:10]([CH3:16])[C:11](=[O:15])[N:12]([CH3:14])[CH2:13]3)[CH:6]=[CH:7][C:2]=2[NH:1][C:31]([C:28]2[NH:29][CH:30]=[C:26]([C:24]#[N:25])[CH:27]=2)=[O:32])[CH2:23][CH2:22][CH2:21][CH2:20][CH2:19][CH:18]=1. The yield is 0.140. (6) The product is [CH2:35]([O:34][C:32](=[O:33])[CH2:31][N:8]1[CH:7]=[N:6][C:5]2[C:9]1=[N:10][C:2]([Cl:1])=[N:3][C:4]=2[Cl:11])[CH3:36]. The catalyst is C1COCC1. The reactants are [Cl:1][C:2]1[N:10]=[C:9]2[C:5]([N:6]=[CH:7][NH:8]2)=[C:4]([Cl:11])[N:3]=1.CCCC[N+](CCCC)(CCCC)CCCC.[F-].Br[CH2:31][C:32]([O:34][CH2:35][CH3:36])=[O:33]. The yield is 0.680.